Dataset: Reaction yield outcomes from USPTO patents with 853,638 reactions. Task: Predict the reaction yield, written as a fraction of the theoretical maximum amount of product (1.0 means a 100% yield; for example, 0.34 means a 34% yield). (1) The reactants are [CH3:1][O:2][CH2:3][C@@H:4]([O:6][C:7]1[CH:8]=[C:9]([CH:14]=[C:15]([O:17]CC2C=CC=CC=2C)[CH:16]=1)[C:10]([O:12][CH3:13])=[O:11])[CH3:5]. The catalyst is C1COCC1.C(O)C.[Pd]. The product is [OH:17][C:15]1[CH:14]=[C:9]([CH:8]=[C:7]([O:6][C@@H:4]([CH3:5])[CH2:3][O:2][CH3:1])[CH:16]=1)[C:10]([O:12][CH3:13])=[O:11]. The yield is 0.990. (2) The reactants are [CH:1]([C:3]1[C:11]2[O:10][C:9]([CH3:13])([CH3:12])[CH2:8][C:7]=2[C:6]([CH3:14])=[C:5]([NH:15][C:16](=[O:22])[CH2:17][C:18]([CH3:21])([CH3:20])[CH3:19])[C:4]=1[CH3:23])=[O:2].[CH:24]([C:27]1[CH:34]=[CH:33][C:30]([CH2:31]Cl)=[CH:29][CH:28]=1)([CH3:26])[CH3:25]. No catalyst specified. The product is [OH:2][CH:1]([C:3]1[C:11]2[O:10][C:9]([CH3:12])([CH3:13])[CH2:8][C:7]=2[C:6]([CH3:14])=[C:5]([NH:15][C:16](=[O:22])[CH2:17][C:18]([CH3:21])([CH3:20])[CH3:19])[C:4]=1[CH3:23])[CH2:31][C:30]1[CH:33]=[CH:34][C:27]([CH:24]([CH3:26])[CH3:25])=[CH:28][CH:29]=1. The yield is 0.920. (3) The reactants are Cl.[NH2:2][CH2:3][C:4]1[CH:5]=[C:6]2[C:10](=[CH:11][CH:12]=1)[C:9](=[O:13])[N:8]([CH:14]1[CH2:19][CH2:18][C:17](=[O:20])[NH:16][C:15]1=[O:21])[C:7]2=[O:22].[CH3:23][O:24][C:25]1[CH:33]=[CH:32][C:28]([C:29](Cl)=[O:30])=[CH:27][CH:26]=1.CCN(C(C)C)C(C)C. The catalyst is CC#N. The product is [O:21]=[C:15]1[CH:14]([N:8]2[C:7](=[O:22])[C:6]3[C:10](=[CH:11][CH:12]=[C:4]([CH2:3][NH:2][C:29](=[O:30])[C:28]4[CH:32]=[CH:33][C:25]([O:24][CH3:23])=[CH:26][CH:27]=4)[CH:5]=3)[C:9]2=[O:13])[CH2:19][CH2:18][C:17](=[O:20])[NH:16]1. The yield is 0.790. (4) The reactants are [C:1]1([CH2:9][OH:10])[CH:6]=[CH:5][C:4]([CH2:7][OH:8])=[CH:3][CH:2]=1.F[C:12]1[CH:17]=[CH:16][CH:15]=[CH:14][N:13]=1.CN(C)C=O.[H-].[Na+]. The catalyst is O. The product is [N:13]1[CH:14]=[CH:15][CH:16]=[CH:17][C:12]=1[O:8][CH2:7][C:4]1[CH:5]=[CH:6][C:1]([CH2:9][OH:10])=[CH:2][CH:3]=1. The yield is 0.660.